Task: Predict the reactants needed to synthesize the given product.. Dataset: Full USPTO retrosynthesis dataset with 1.9M reactions from patents (1976-2016) (1) Given the product [CH2:1]([O:5][CH2:6][CH2:7][O:8][C:9]1[CH:10]=[CH:11][C:12]([C:15]2[CH:16]=[CH:17][C:18]3[N:24]([CH2:25][CH:26]([CH3:27])[CH3:28])[CH2:23][CH2:22][C:21]([C:29]([NH:31][C:32]4[CH:33]=[CH:34][C:35]([S:38]([CH2:39][C:40]5[N:44]([CH3:45])[N:43]=[N:42][N:41]=5)=[O:55])=[CH:36][CH:37]=4)=[O:30])=[CH:20][C:19]=3[CH:46]=2)=[CH:13][CH:14]=1)[CH2:2][CH2:3][CH3:4], predict the reactants needed to synthesize it. The reactants are: [CH2:1]([O:5][CH2:6][CH2:7][O:8][C:9]1[CH:14]=[CH:13][C:12]([C:15]2[CH:16]=[CH:17][C:18]3[N:24]([CH2:25][CH:26]([CH3:28])[CH3:27])[CH2:23][CH2:22][C:21]([C:29]([NH:31][C:32]4[CH:37]=[CH:36][C:35]([S:38][CH2:39][C:40]5[N:44]([CH3:45])[N:43]=[N:42][N:41]=5)=[CH:34][CH:33]=4)=[O:30])=[CH:20][C:19]=3[CH:46]=2)=[CH:11][CH:10]=1)[CH2:2][CH2:3][CH3:4].ClC1C=CC=C(C(OO)=[O:55])C=1.S([O-])([O-])(=O)=S.[Na+].[Na+]. (2) Given the product [OH:28][CH2:27][CH:14]1[CH:13]([OH:12])[CH2:17][CH2:16][N:15]1[C:18]1[CH:19]=[CH:20][C:21]([N+:24]([O-:26])=[O:25])=[CH:22][CH:23]=1, predict the reactants needed to synthesize it. The reactants are: B.C1COCC1.C1COCC1.[OH:12][CH:13]1[CH2:17][CH2:16][N:15]([C:18]2[CH:23]=[CH:22][C:21]([N+:24]([O-:26])=[O:25])=[CH:20][CH:19]=2)[CH:14]1[C:27](O)=[O:28].[Cl-].[Na+]. (3) Given the product [CH2:8]([C:6]1[C:5]([O:10][CH2:11][C:12]([O:14][C:15]([CH3:18])([CH3:17])[CH3:16])=[O:13])=[CH:4][N:3]=[C:2]([S:20][CH3:19])[N:7]=1)[CH3:9], predict the reactants needed to synthesize it. The reactants are: Cl[C:2]1[N:7]=[C:6]([CH2:8][CH3:9])[C:5]([O:10][CH2:11][C:12]([O:14][C:15]([CH3:18])([CH3:17])[CH3:16])=[O:13])=[CH:4][N:3]=1.[CH3:19][S-:20].[Na+]. (4) Given the product [CH3:1][O:2][C:3](=[O:10])[CH2:4][N:5]([S:25]([C:22]1[CH:23]=[CH:24][C:19]([F:18])=[CH:20][CH:21]=1)(=[O:27])=[O:26])[CH2:6][CH:7]([OH:9])[CH3:8], predict the reactants needed to synthesize it. The reactants are: [CH3:1][O:2][C:3](=[O:10])[CH2:4][NH:5][CH2:6][CH:7]([OH:9])[CH3:8].C(N(CC)CC)C.[F:18][C:19]1[CH:24]=[CH:23][C:22]([S:25](Cl)(=[O:27])=[O:26])=[CH:21][CH:20]=1.